Dataset: NCI-60 drug combinations with 297,098 pairs across 59 cell lines. Task: Regression. Given two drug SMILES strings and cell line genomic features, predict the synergy score measuring deviation from expected non-interaction effect. (1) Drug 1: C1=CN(C(=O)N=C1N)C2C(C(C(O2)CO)O)O.Cl. Drug 2: CCN(CC)CCNC(=O)C1=C(NC(=C1C)C=C2C3=C(C=CC(=C3)F)NC2=O)C. Cell line: OVCAR-8. Synergy scores: CSS=28.4, Synergy_ZIP=-1.52, Synergy_Bliss=-3.06, Synergy_Loewe=-17.6, Synergy_HSA=-2.68. (2) Drug 1: C1=CC(=CC=C1C#N)C(C2=CC=C(C=C2)C#N)N3C=NC=N3. Cell line: UACC62. Synergy scores: CSS=0.101, Synergy_ZIP=-0.0663, Synergy_Bliss=-0.123, Synergy_Loewe=0.464, Synergy_HSA=-1.56. Drug 2: C(CC(=O)O)C(=O)CN.Cl. (3) Drug 1: C1CCC(CC1)NC(=O)N(CCCl)N=O. Drug 2: C1=CC=C(C(=C1)C(C2=CC=C(C=C2)Cl)C(Cl)Cl)Cl. Cell line: BT-549. Synergy scores: CSS=18.3, Synergy_ZIP=-2.83, Synergy_Bliss=5.77, Synergy_Loewe=-4.38, Synergy_HSA=4.86. (4) Drug 1: CC1C(C(CC(O1)OC2CC(CC3=C2C(=C4C(=C3O)C(=O)C5=C(C4=O)C(=CC=C5)OC)O)(C(=O)C)O)N)O.Cl. Drug 2: CN(CCCl)CCCl.Cl. Cell line: COLO 205. Synergy scores: CSS=41.6, Synergy_ZIP=3.87, Synergy_Bliss=4.96, Synergy_Loewe=-0.173, Synergy_HSA=4.96. (5) Drug 1: CC1C(C(CC(O1)OC2CC(OC(C2O)C)OC3=CC4=CC5=C(C(=O)C(C(C5)C(C(=O)C(C(C)O)O)OC)OC6CC(C(C(O6)C)O)OC7CC(C(C(O7)C)O)OC8CC(C(C(O8)C)O)(C)O)C(=C4C(=C3C)O)O)O)O. Drug 2: CC1CCCC2(C(O2)CC(NC(=O)CC(C(C(=O)C(C1O)C)(C)C)O)C(=CC3=CSC(=N3)C)C)C. Cell line: A549. Synergy scores: CSS=81.2, Synergy_ZIP=4.07, Synergy_Bliss=4.42, Synergy_Loewe=5.40, Synergy_HSA=6.32.